From a dataset of Catalyst prediction with 721,799 reactions and 888 catalyst types from USPTO. Predict which catalyst facilitates the given reaction. (1) Reactant: [Cl:1][C:2]1[CH:9]=[CH:8][C:5]([CH:6]=[O:7])=[C:4](F)[CH:3]=1.[N:11]1([C:17](=[O:19])[CH3:18])[CH2:16][CH2:15][NH:14][CH2:13][CH2:12]1.C(=O)([O-])[O-].[K+].[K+].CS(C)=O. Product: [C:17]([N:11]1[CH2:16][CH2:15][N:14]([C:4]2[CH:3]=[C:2]([Cl:1])[CH:9]=[CH:8][C:5]=2[CH:6]=[O:7])[CH2:13][CH2:12]1)(=[O:19])[CH3:18]. The catalyst class is: 6. (2) Reactant: [C:1]([C:3]1[N:8]=[CH:7][C:6]([N:9]2[C:16](=[O:17])[C:12]3([CH2:15][CH2:14][CH2:13]3)[N:11]([C:18]3[CH:23]=[CH:22][C:21]([CH2:24][CH2:25][CH2:26][C:27]([OH:29])=O)=[CH:20][CH:19]=3)[C:10]2=[S:30])=[CH:5][C:4]=1[C:31]([F:34])([F:33])[F:32])#[N:2].[CH2:35]([N:37](CC)CC)C.ClC(OC1C=CC([N+]([O-])=O)=CC=1)=O.CN. Product: [C:1]([C:3]1[N:8]=[CH:7][C:6]([N:9]2[C:16](=[O:17])[C:12]3([CH2:15][CH2:14][CH2:13]3)[N:11]([C:18]3[CH:23]=[CH:22][C:21]([CH2:24][CH2:25][CH2:26][C:27]([NH:37][CH3:35])=[O:29])=[CH:20][CH:19]=3)[C:10]2=[S:30])=[CH:5][C:4]=1[C:31]([F:34])([F:32])[F:33])#[N:2]. The catalyst class is: 34. (3) Reactant: [N:1]1([C@@H:7]2[CH2:10][C@H:9]([OH:11])[CH2:8]2)[CH2:6][CH2:5][CH2:4][CH2:3][CH2:2]1.[Br:12][C:13]1[CH:18]=[CH:17][C:16]([S:19](Cl)(=[O:21])=[O:20])=[CH:15][CH:14]=1.CN1C=CN=C1. Product: [Br:12][C:13]1[CH:18]=[CH:17][C:16]([S:19]([O:11][C@H:9]2[CH2:8][C@@H:7]([N:1]3[CH2:6][CH2:5][CH2:4][CH2:3][CH2:2]3)[CH2:10]2)(=[O:21])=[O:20])=[CH:15][CH:14]=1. The catalyst class is: 13. (4) Reactant: [Cl:1][C:2]1[N:3]=[C:4]([CH:18]2[CH2:23][CH2:22][O:21][CH2:20][CH2:19]2)[NH:5][C:6]=1[C:7]1[CH:8]=[C:9]([CH:14]=[CH:15][C:16]=1[CH3:17])[C:10]([O:12]C)=[O:11].[OH-].[Na+]. Product: [Cl:1][C:2]1[N:3]=[C:4]([CH:18]2[CH2:23][CH2:22][O:21][CH2:20][CH2:19]2)[NH:5][C:6]=1[C:7]1[CH:8]=[C:9]([CH:14]=[CH:15][C:16]=1[CH3:17])[C:10]([OH:12])=[O:11]. The catalyst class is: 24. (5) Reactant: C(O[C:6]([NH:8][CH2:9][CH:10]([S:15]([OH:18])(=[O:17])=[O:16])[CH2:11][C:12]([OH:14])=[O:13])=[O:7])(C)(C)C.Cl.O1CCOCC1.C1(=O)[O:31][C:29](=[O:30])[CH:28]=[CH:27]1. Product: [C:12]([CH2:11][CH:10]([S:15]([OH:18])(=[O:16])=[O:17])[CH2:9][NH:8][C:6](=[O:7])/[CH:27]=[CH:28]\[C:29]([OH:31])=[O:30])([OH:14])=[O:13]. The catalyst class is: 44. (6) Reactant: C[O-].[Na+].Cl.[NH2:5][C:6]([NH2:8])=[NH:7].N1C=CC=CC=1.[S:15]([OH:35])([O:18][C:19]1[C:20]([CH3:34])=[C:21]2[C:25](=[CH:26][CH:27]=1)[N:24]([CH3:28])[C:23]([C:29](OCC)=[O:30])=[CH:22]2)(=[O:17])=[O:16].O. Product: [S:15]([OH:35])([O:18][C:19]1[C:20]([CH3:34])=[C:21]2[C:25](=[CH:26][CH:27]=1)[N:24]([CH3:28])[C:23]([C:29]([NH:7][C:6]([NH2:8])=[NH:5])=[O:30])=[CH:22]2)(=[O:16])=[O:17]. The catalyst class is: 9. (7) Reactant: [Br:1][C:2]1[CH:11]=[CH:10][C:5]([O:6][CH2:7][CH2:8][NH2:9])=[C:4]([C:12]([F:15])([F:14])[F:13])[CH:3]=1.[C:16](O[C:16]([O:18][C:19]([CH3:22])([CH3:21])[CH3:20])=[O:17])([O:18][C:19]([CH3:22])([CH3:21])[CH3:20])=[O:17]. Product: [Br:1][C:2]1[CH:11]=[CH:10][C:5]([O:6][CH2:7][CH2:8][NH:9][C:16](=[O:17])[O:18][C:19]([CH3:22])([CH3:21])[CH3:20])=[C:4]([C:12]([F:13])([F:14])[F:15])[CH:3]=1. The catalyst class is: 2. (8) The catalyst class is: 1. Product: [CH2:14]([O:21][CH2:22][C:23]([N:1]1[C:9]2[C:4](=[CH:5][CH:6]=[CH:7][CH:8]=2)[C:3]([CH:10]=[O:11])=[CH:2]1)=[O:24])[C:15]1[CH:20]=[CH:19][CH:18]=[CH:17][CH:16]=1. Reactant: [NH:1]1[C:9]2[C:4](=[CH:5][CH:6]=[CH:7][CH:8]=2)[C:3]([CH:10]=[O:11])=[CH:2]1.[H-].[Na+].[CH2:14]([O:21][CH2:22][C:23](Cl)=[O:24])[C:15]1[CH:20]=[CH:19][CH:18]=[CH:17][CH:16]=1. (9) Reactant: [NH2:1][C:2]1[C:3]([O:8][CH:9]2[CH2:12][N:11]([C:13]([O:15][C:16]([CH3:19])([CH3:18])[CH3:17])=[O:14])[CH2:10]2)=[N:4][CH:5]=[CH:6][CH:7]=1.Cl[C:21]1[C:22]2[C:29]([CH3:30])=[C:28]([C:31]([O:33][CH3:34])=[O:32])[S:27][C:23]=2N=CN=1.[CH3:35][C:36]1(C)C2C(=C(P(C3C=CC=CC=3)C3C=CC=CC=3)C=CC=2)OC2C(P(C3C=CC=CC=3)C3C=CC=CC=3)=CC=C[C:37]1=2.C(=O)([O-])[O-].[Cs+].[Cs+]. Product: [CH3:34][O:33][C:31]([C:28]1[S:27][C:23]2[CH:35]=[CH:36][CH:37]=[C:21]([NH:1][C:2]3[C:3]([O:8][CH:9]4[CH2:12][N:11]([C:13]([O:15][C:16]([CH3:19])([CH3:18])[CH3:17])=[O:14])[CH2:10]4)=[N:4][CH:5]=[CH:6][CH:7]=3)[C:22]=2[C:29]=1[CH3:30])=[O:32]. The catalyst class is: 62.